Task: Predict the reactants needed to synthesize the given product.. Dataset: Full USPTO retrosynthesis dataset with 1.9M reactions from patents (1976-2016) (1) Given the product [NH2:1][C:4]1[CH:9]=[CH:8][C:7](/[CH:10]=[CH:11]/[C:12]2[N:13]=[C:14]([NH:17][C:18](=[O:20])[CH3:19])[S:15][CH:16]=2)=[CH:6][CH:5]=1, predict the reactants needed to synthesize it. The reactants are: [N+:1]([C:4]1[CH:9]=[CH:8][C:7](/[CH:10]=[CH:11]/[C:12]2[N:13]=[C:14]([NH:17][C:18](=[O:20])[CH3:19])[S:15][CH:16]=2)=[CH:6][CH:5]=1)([O-])=O. (2) The reactants are: [CH3:1][O:2][C:3]1[CH:4]=[C:5]([NH:11][C:12]2[C:13]([NH:22][S:23]([C:26]3[CH:27]=[C:28]([NH:32][C:33]([CH:35]4[CH2:38][NH:37][CH2:36]4)=[O:34])[CH:29]=[CH:30][CH:31]=3)(=[O:25])=[O:24])=[N:14][C:15]3[C:20]([N:21]=2)=[CH:19][CH:18]=[CH:17][CH:16]=3)[CH:6]=[C:7]([O:9][CH3:10])[CH:8]=1.C(O[BH-](O[C:49](=[O:51])[CH3:50])OC(=O)C)(=O)C.C[N+](C)(C)C.Cl[CH2:58][CH2:59]Cl. Given the product [CH:50]1([C:49]([N:37]2[CH2:38][CH:35]([C:33]([NH:32][C:28]3[CH:29]=[CH:30][CH:31]=[C:26]([S:23](=[O:25])(=[O:24])[NH:22][C:13]4[C:12]([NH:11][C:5]5[CH:4]=[C:3]([O:2][CH3:1])[CH:8]=[C:7]([O:9][CH3:10])[CH:6]=5)=[N:21][C:20]5[C:15](=[CH:16][CH:17]=[CH:18][CH:19]=5)[N:14]=4)[CH:27]=3)=[O:34])[CH2:36]2)=[O:51])[CH2:59][CH2:58]1, predict the reactants needed to synthesize it. (3) Given the product [NH2:10][C:11]1[CH:16]=[CH:15][C:14]([NH:17][C:18](=[O:26])[CH2:19][CH2:20][CH2:21][CH2:22][N:23]([CH3:24])[CH3:25])=[CH:13][CH:12]=1, predict the reactants needed to synthesize it. The reactants are: C(OC(=O)[NH:10][C:11]1[CH:16]=[CH:15][C:14]([NH:17][C:18](=[O:26])[CH2:19][CH2:20][CH2:21][CH2:22][N:23]([CH3:25])[CH3:24])=[CH:13][CH:12]=1)C1C=CC=CC=1.Br.C(OCC)C. (4) Given the product [C:31]([O:35][C:36](=[O:37])[NH:38][C@H:39]([C:41](=[O:42])[NH:8][C:9]1[CH:10]=[CH:11][C:12]2[N:17]([C:18]3[CH:23]=[CH:22][C:21]([Cl:24])=[CH:20][CH:19]=3)[C:16](=[O:25])[C:15]([CH2:28][CH3:29])([CH2:26][CH3:27])[O:14][C:13]=2[N:30]=1)[CH3:40])([CH3:32])([CH3:33])[CH3:34], predict the reactants needed to synthesize it. The reactants are: FC(F)(F)C(O)=O.[NH2:8][C:9]1[CH:10]=[CH:11][C:12]2[N:17]([C:18]3[CH:23]=[CH:22][C:21]([Cl:24])=[CH:20][CH:19]=3)[C:16](=[O:25])[C:15]([CH2:28][CH3:29])([CH2:26][CH3:27])[O:14][C:13]=2[N:30]=1.[C:31]([O:35][C:36]([NH:38][C@H:39]([C:41](O)=[O:42])[CH3:40])=[O:37])([CH3:34])([CH3:33])[CH3:32]. (5) Given the product [Cl:1][C:2]1[CH:3]=[CH:4][C:5]2[C:17]3[C:16]4[CH:15]=[N:14][CH:13]=[CH:12][C:11]=4[C:10](=[O:18])[C:9]=3[C:8]([NH:42][CH2:41][CH2:40][N:38]([CH2:37][CH2:36][CH2:35][N:34]([CH2:33][CH2:32][NH:31][C:8]3[C:9]4[C:10](=[O:18])[C:11]5[CH:12]=[CH:13][N:14]=[CH:15][C:16]=5[C:17]=4[C:5]4[CH:4]=[CH:3][C:2]([Cl:1])=[CH:30][C:6]=4[N:7]=3)[CH3:43])[CH3:39])=[N:7][C:6]=2[CH:30]=1, predict the reactants needed to synthesize it. The reactants are: [Cl:1][C:2]1[CH:3]=[CH:4][C:5]2[C:17]3[C:16]4[CH:15]=[N:14][CH:13]=[CH:12][C:11]=4[C:10](=[O:18])[C:9]=3[C:8](OS(C3C=CC(C)=CC=3)(=O)=O)=[N:7][C:6]=2[CH:30]=1.[NH2:31][CH2:32][CH2:33][N:34]([CH3:43])[CH2:35][CH2:36][CH2:37][N:38]([CH2:40][CH2:41][NH2:42])[CH3:39]. (6) The reactants are: [Br:1][C:2]1[C:3]([O:11][C:12]2[CH:17]=[CH:16][C:15]([F:18])=[CH:14][C:13]=2[F:19])=[CH:4][C:5]2[N:9]=[N:8][NH:7][C:6]=2[CH:10]=1.O.C1(C)C=CC(S(O)(=O)=O)=CC=1.[O:32]1[CH:37]=[CH:36][CH2:35][CH2:34][CH2:33]1. Given the product [Br:1][C:2]1[C:3]([O:11][C:12]2[CH:17]=[CH:16][C:15]([F:18])=[CH:14][C:13]=2[F:19])=[CH:4][C:5]2[N:9]=[N:8][N:7]([CH:33]3[CH2:34][CH2:35][CH2:36][CH2:37][O:32]3)[C:6]=2[CH:10]=1, predict the reactants needed to synthesize it. (7) Given the product [O:22]=[C:9]1[C:8]2[C:13](=[CH:14][CH:15]=[C:6]([C:4]([OH:5])=[O:3])[CH:7]=2)[NH:12][C:11]([C:16]2[CH:17]=[CH:18][CH:19]=[CH:20][CH:21]=2)=[CH:10]1, predict the reactants needed to synthesize it. The reactants are: C([O:3][C:4]([C:6]1[CH:7]=[C:8]2[C:13](=[CH:14][CH:15]=1)[NH:12][C:11]([C:16]1[CH:21]=[CH:20][CH:19]=[CH:18][CH:17]=1)=[CH:10][C:9]2=[O:22])=[O:5])C.[OH-].[Na+]. (8) The reactants are: [NH2:1][C:2]1[N:3]=[C:4]([NH:17][CH:18]2[CH2:23][CH2:22][N:21]([S:24]([C:27]3[CH:28]=NC(Cl)=NC=3)(=[O:26])=[O:25])[CH2:20][CH2:19]2)[S:5][C:6]=1[C:7]([C:9]1[C:14]([F:15])=[CH:13][CH:12]=[CH:11][C:10]=1[F:16])=[O:8].[Br:34][C:35]1[N:36](C)C=[C:38](S(Cl)(=O)=O)[N:39]=1. Given the product [NH2:1][C:2]1[N:3]=[C:4]([NH:17][CH:18]2[CH2:19][CH2:20][N:21]([S:24]([C:27]3[N:36]=[C:35]([Br:34])[N:39]([CH3:38])[CH:28]=3)(=[O:25])=[O:26])[CH2:22][CH2:23]2)[S:5][C:6]=1[C:7]([C:9]1[C:10]([F:16])=[CH:11][CH:12]=[CH:13][C:14]=1[F:15])=[O:8], predict the reactants needed to synthesize it. (9) Given the product [CH:1]1([N:6]([C@H:20]2[CH2:25][CH2:24][C@H:23]([CH:26]([CH3:28])[CH3:27])[CH2:22][CH2:21]2)[C:7](=[O:19])[NH:8][C:9]2[S:10][C:11]([S:14][CH2:15][CH2:47][C:46]([OH:56])=[O:45])=[CH:12][N:13]=2)[CH2:2][CH2:3][CH2:4][CH2:5]1, predict the reactants needed to synthesize it. The reactants are: [CH:1]1([N:6]([C@H:20]2[CH2:25][CH2:24][C@H:23]([CH2:26][CH3:27])[CH2:22][CH2:21]2)[C:7](=[O:19])[NH:8][C:9]2[S:10][C:11]([S:14][CH2:15]C(O)=O)=[CH:12][N:13]=2)[CH2:5][CH2:4][CH2:3][CH2:2]1.[CH:28]1(N[C@H]2CC[C@H](C(C)C)CC2)CCCC1.C([O:45][C:46](=[O:56])[CH2:47]CSC1SC(N)=NC=1)C.